The task is: Predict the product of the given reaction.. This data is from Forward reaction prediction with 1.9M reactions from USPTO patents (1976-2016). Given the reactants FC(F)(F)C(O)=O.OC1(C[N:16]2[C:21](=[O:22])[C:20]3[CH:23]=[N:24][N:25]([C:26]4[CH:27]=[N:28][C:29]([C:32]5[CH:37]=[CH:36][CH:35]=[CH:34][CH:33]=5)=[CH:30][CH:31]=4)[C:19]=3[N:18]=[CH:17]2)CCNCC1, predict the reaction product. The product is: [C:32]1([C:29]2[N:28]=[CH:27][C:26]([N:25]3[C:19]4[N:18]=[CH:17][NH:16][C:21](=[O:22])[C:20]=4[CH:23]=[N:24]3)=[CH:31][CH:30]=2)[CH:33]=[CH:34][CH:35]=[CH:36][CH:37]=1.